From a dataset of Catalyst prediction with 721,799 reactions and 888 catalyst types from USPTO. Predict which catalyst facilitates the given reaction. (1) Reactant: [F:1][C:2]1[CH:7]=[CH:6][CH:5]=[C:4]([F:8])[C:3]=1[C:9]([NH:11][C:12]1[CH:13]=[C:14]([CH:20]=[CH:21][CH:22]=1)[C:15]([O:17]CC)=O)=[O:10].[Cl:23][C:24]1[N:29]=[C:28]([CH3:30])[CH:27]=[CH:26][N:25]=1.[Li+].C[Si]([N-][Si](C)(C)C)(C)C. Product: [Cl:23][C:24]1[N:29]=[C:28]([CH2:30][C:15]([C:14]2[CH:13]=[C:12]([NH:11][C:9](=[O:10])[C:3]3[C:4]([F:8])=[CH:5][CH:6]=[CH:7][C:2]=3[F:1])[CH:22]=[CH:21][CH:20]=2)=[O:17])[CH:27]=[CH:26][N:25]=1. The catalyst class is: 1. (2) Reactant: [C:1]([O:5][C:6]([N:8]1[CH2:13][CH2:12][NH:11][C:10]([CH3:15])([CH3:14])[CH2:9]1)=[O:7])([CH3:4])([CH3:3])[CH3:2].C(N(CC)CC)C.[Cl:23][C:24]1[CH:25]=[C:26]2[C:31](=[CH:32][CH:33]=1)[CH:30]=[C:29]([S:34](Cl)(=[O:36])=[O:35])[CH:28]=[CH:27]2.[Cl-].[Na+]. Product: [C:1]([O:5][C:6]([N:8]1[CH2:13][CH2:12][N:11]([S:34]([C:29]2[CH:28]=[CH:27][C:26]3[C:31](=[CH:32][CH:33]=[C:24]([Cl:23])[CH:25]=3)[CH:30]=2)(=[O:35])=[O:36])[C:10]([CH3:15])([CH3:14])[CH2:9]1)=[O:7])([CH3:4])([CH3:2])[CH3:3]. The catalyst class is: 2. (3) Reactant: [N:1]1[S:5][N:4]=[C:3]2[C:6]([C:10]([C:12]3[N:13]=[CH:14][N:15](C(C4C=CC=CC=4)(C4C=CC=CC=4)C4C=CC=CC=4)[CH:16]=3)=O)=[CH:7][CH:8]=[CH:9][C:2]=12.C([SiH](CC)CC)C.FC(F)(F)C(O)=O. Product: [NH:15]1[CH:16]=[C:12]([CH2:10][C:6]2[C:3]3=[N:4][S:5][N:1]=[C:2]3[CH:9]=[CH:8][CH:7]=2)[N:13]=[CH:14]1. The catalyst class is: 2. (4) Reactant: I[C:2]1[C:10]2[C:5](=[N:6][CH:7]=[CH:8][CH:9]=2)[N:4]([Si:11]([CH:18]([CH3:20])[CH3:19])([CH:15]([CH3:17])[CH3:16])[CH:12]([CH3:14])[CH3:13])[CH:3]=1.C([Mg]Cl)(C)C.[Cl:26][C:27]1[CH:34]=[C:33]([O:35][CH2:36][C:37]2[CH:42]=[CH:41][C:40]([Cl:43])=[CH:39][C:38]=2[F:44])[C:32]([O:45][CH3:46])=[CH:31][C:28]=1[CH:29]=[O:30]. Product: [Cl:26][C:27]1[CH:34]=[C:33]([O:35][CH2:36][C:37]2[CH:42]=[CH:41][C:40]([Cl:43])=[CH:39][C:38]=2[F:44])[C:32]([O:45][CH3:46])=[CH:31][C:28]=1[CH:29]([C:2]1[C:10]2[C:5](=[N:6][CH:7]=[CH:8][CH:9]=2)[N:4]([Si:11]([CH:18]([CH3:20])[CH3:19])([CH:15]([CH3:17])[CH3:16])[CH:12]([CH3:14])[CH3:13])[CH:3]=1)[OH:30]. The catalyst class is: 7. (5) Reactant: C([O:4][C@H:5]1[CH2:22][CH2:21][C@@:20]2([CH3:23])[C@@H:7]([CH2:8][CH2:9][C@:10]3([CH3:50])[C@@H:19]2[CH2:18][CH2:17][C@H:16]2[C@@:11]3([CH3:49])[CH2:12][CH2:13][C:14]3([C:30]([N:32]4[CH:37]5[CH2:38][CH2:39][CH:33]4[CH2:34][CH:35]([N:40]4[C:44]([CH3:45])=[N:43][N:42]=[C:41]4[CH:46]([CH3:48])[CH3:47])[CH2:36]5)=[O:31])[CH2:26][CH2:25][C@@H:24]([C:27]([CH3:29])=[CH2:28])[C@@H:15]32)[C:6]1([CH3:52])[CH3:51])(=O)C.C1COCC1.[OH-].[Na+]. Product: [OH:4][C@H:5]1[CH2:22][CH2:21][C@@:20]2([CH3:23])[C@@H:7]([CH2:8][CH2:9][C@:10]3([CH3:50])[C@@H:19]2[CH2:18][CH2:17][C@H:16]2[C@@:11]3([CH3:49])[CH2:12][CH2:13][C:14]3([C:30]([N:32]4[CH:33]5[CH2:39][CH2:38][CH:37]4[CH2:36][CH:35]([N:40]4[C:44]([CH3:45])=[N:43][N:42]=[C:41]4[CH:46]([CH3:47])[CH3:48])[CH2:34]5)=[O:31])[CH2:26][CH2:25][C@@H:24]([C:27]([CH3:29])=[CH2:28])[C@@H:15]32)[C:6]1([CH3:51])[CH3:52]. The catalyst class is: 5.